Dataset: Full USPTO retrosynthesis dataset with 1.9M reactions from patents (1976-2016). Task: Predict the reactants needed to synthesize the given product. (1) The reactants are: [Br:1][C:2]1[CH:7]=[CH:6][C:5]([OH:8])=[CH:4][C:3]=1[F:9].C(=O)([O-])[O-].[K+].[K+].Br[CH2:17][CH2:18][CH2:19][C:20]([O:22][CH2:23][CH3:24])=[O:21]. Given the product [Br:1][C:2]1[CH:7]=[CH:6][C:5]([O:8][CH2:17][CH2:18][CH2:19][C:20]([O:22][CH2:23][CH3:24])=[O:21])=[CH:4][C:3]=1[F:9], predict the reactants needed to synthesize it. (2) Given the product [F:32][C:33]1[CH:38]=[C:37]([C:2]2[CH:3]=[C:4]3[C:9](=[CH:10][CH:11]=2)[N:8]=[CH:7][C:6]([C:12](=[O:16])[CH:13]([CH3:15])[CH3:14])=[C:5]3[NH:17][C@H:18]2[CH2:19][CH2:20][C@H:21]([NH:24][C:25](=[O:31])[O:26][C:27]([CH3:30])([CH3:28])[CH3:29])[CH2:22][CH2:23]2)[CH:36]=[C:35]([F:48])[C:34]=1[OH:49], predict the reactants needed to synthesize it. The reactants are: Br[C:2]1[CH:3]=[C:4]2[C:9](=[CH:10][CH:11]=1)[N:8]=[CH:7][C:6]([C:12](=[O:16])[CH:13]([CH3:15])[CH3:14])=[C:5]2[NH:17][C@H:18]1[CH2:23][CH2:22][C@H:21]([NH:24][C:25](=[O:31])[O:26][C:27]([CH3:30])([CH3:29])[CH3:28])[CH2:20][CH2:19]1.[F:32][C:33]1[CH:38]=[C:37](B2OC(C)(C)C(C)(C)O2)[CH:36]=[C:35]([F:48])[C:34]=1[OH:49]. (3) Given the product [CH3:50][C:4]1([CH3:3])[CH2:46][CH2:47][CH:48]=[CH:49][C:40]2[CH:39]=[CH:38][CH:37]=[C:36]3[N:35]([CH3:45])[C:34](=[CH:42][C:41]=23)[C:32](=[O:33])[O:31][C@H:29]2[CH2:30][N:17]([C@H:18]([C:19]([O:21][CH2:22][CH2:23][Si:24]([CH3:26])([CH3:27])[CH3:25])=[O:20])[CH2:28]2)[C:15](=[O:16])[CH2:10][NH:9][C:7](=[O:8])[O:6][CH2:5]1, predict the reactants needed to synthesize it. The reactants are: N#N.[CH3:3][C:4]([CH3:50])([CH2:46][CH2:47][CH:48]=[CH2:49])[CH2:5][O:6][C:7]([NH:9][C@H:10]([C:15]([N:17]1[CH2:30][C@H:29]([O:31][C:32]([C:34]2[N:35]([CH3:45])[C:36]3[C:41]([CH:42]=2)=[C:40](C=C)[CH:39]=[CH:38][CH:37]=3)=[O:33])[CH2:28][C@H:18]1[C:19]([O:21][CH2:22][CH2:23][Si:24]([CH3:27])([CH3:26])[CH3:25])=[O:20])=[O:16])C(C)(C)C)=[O:8]. (4) The reactants are: [Cl:1][C:2]1[CH:7]=[CH:6][C:5]([C:8]2(O)[C:12]3[C:13]([CH3:33])=[C:14]([N:19]4[CH2:24][CH2:23][N:22]([C:25]5[CH:30]=[CH:29][C:28]([O:31][CH3:32])=[CH:27][CH:26]=5)[CH2:21][CH2:20]4)[C:15]([CH3:18])=[C:16]([CH3:17])[C:11]=3[O:10][C:9]2([CH3:35])[CH3:34])=[CH:4][CH:3]=1. Given the product [Cl:1][C:2]1[CH:7]=[CH:6][C:5]([CH:8]2[C:12]3[C:13]([CH3:33])=[C:14]([N:19]4[CH2:24][CH2:23][N:22]([C:25]5[CH:26]=[CH:27][C:28]([O:31][CH3:32])=[CH:29][CH:30]=5)[CH2:21][CH2:20]4)[C:15]([CH3:18])=[C:16]([CH3:17])[C:11]=3[O:10][C:9]2([CH3:35])[CH3:34])=[CH:4][CH:3]=1, predict the reactants needed to synthesize it. (5) Given the product [CH3:16][O:17][C:18]1[CH:23]=[C:22]([O:24][CH3:25])[CH:21]=[CH:20][C:19]=1[C:2]1[C:3](=[O:15])[N:4]([CH:9]2[CH2:14][CH2:13][CH2:12][CH2:11][O:10]2)[N:5]=[CH:6][C:7]=1[CH3:8], predict the reactants needed to synthesize it. The reactants are: Cl[C:2]1[C:3](=[O:15])[N:4]([CH:9]2[CH2:14][CH2:13][CH2:12][CH2:11][O:10]2)[N:5]=[CH:6][C:7]=1[CH3:8].[CH3:16][O:17][C:18]1[CH:23]=[C:22]([O:24][CH3:25])[CH:21]=[CH:20][C:19]=1B(O)O.C1(P(C2CCCCC2)C2CCCCC2)CCCCC1.O.P([O-])([O-])([O-])=O.[K+].[K+].[K+]. (6) Given the product [OH:12][C:2]1[CH:3]=[C:4]([CH:8]([CH3:11])[C:9]#[N:10])[CH:5]=[CH:6][CH:7]=1, predict the reactants needed to synthesize it. The reactants are: N[C:2]1[CH:3]=[C:4]([CH:8]([CH3:11])[C:9]#[N:10])[CH:5]=[CH:6][CH:7]=1.[OH:12]S(O)(=O)=O.N([O-])=O.[Na+].C(OCC)(=O)C.